Dataset: Forward reaction prediction with 1.9M reactions from USPTO patents (1976-2016). Task: Predict the product of the given reaction. (1) Given the reactants [Cl:1][C:2]1[N:6]2[N:7]=[C:8]([C:11]3[CH:16]=[CH:15][C:14]([F:17])=[CH:13][CH:12]=3)[CH:9]=[CH:10][C:5]2=[N:4][N:3]=1, predict the reaction product. The product is: [Cl:1][C:2]1[N:6]2[N:7]=[C:8]([C:11]3[CH:16]=[CH:15][C:14]([F:17])=[CH:13][CH:12]=3)[CH2:9][CH2:10][C:5]2=[N:4][N:3]=1. (2) Given the reactants [F:1][C:2]1[CH:7]=[CH:6][C:5]([C:8]2[O:9][C:10]3[CH:20]=[C:19]([N+:21]([O-:23])=[O:22])[C:18]([O:24]C(C)C)=[CH:17][C:11]=3[C:12]=2[C:13]([NH:15][CH3:16])=[O:14])=[CH:4][CH:3]=1.ClB(Cl)Cl, predict the reaction product. The product is: [F:1][C:2]1[CH:3]=[CH:4][C:5]([C:8]2[O:9][C:10]3[CH:20]=[C:19]([N+:21]([O-:23])=[O:22])[C:18]([OH:24])=[CH:17][C:11]=3[C:12]=2[C:13]([NH:15][CH3:16])=[O:14])=[CH:6][CH:7]=1.